The task is: Predict the reaction yield, written as a fraction of the theoretical maximum amount of product (1.0 means a 100% yield; for example, 0.34 means a 34% yield).. This data is from Reaction yield outcomes from USPTO patents with 853,638 reactions. The catalyst is N1C=CC=CC=1. The product is [N:1]1[C:14]2[C:5](=[C:6]3[C:11](=[CH:12][CH:13]=2)[CH2:10][CH2:9][C@@H:8]([CH2:15][O:16][S:23]([C:20]2[CH:21]=[CH:22][C:17]([CH3:27])=[CH:18][CH:19]=2)(=[O:25])=[O:24])[O:7]3)[CH:4]=[CH:3][CH:2]=1. The yield is 0.960. The reactants are [N:1]1[C:14]2[C:5](=[C:6]3[C:11](=[CH:12][CH:13]=2)[CH2:10][CH2:9][C@@H:8]([CH2:15][OH:16])[O:7]3)[CH:4]=[CH:3][CH:2]=1.[C:17]1([CH3:27])[CH:22]=[CH:21][C:20]([S:23](Cl)(=[O:25])=[O:24])=[CH:19][CH:18]=1.